Dataset: Catalyst prediction with 721,799 reactions and 888 catalyst types from USPTO. Task: Predict which catalyst facilitates the given reaction. (1) Reactant: [Cl:1][C:2]1[CH:3]=[C:4]([C@@H:8]([OH:35])[CH2:9][NH:10][CH2:11][CH2:12][C:13]2[CH:18]=[CH:17][C:16]([S:19]([C:22]3[CH:23]=[CH:24][C:25]([OH:34])=[C:26]([CH2:28][C:29]([O:31]CC)=[O:30])[CH:27]=3)(=[O:21])=[O:20])=[CH:15][CH:14]=2)[CH:5]=[CH:6][CH:7]=1.[OH-].[Na+].Cl. Product: [ClH:1].[Cl:1][C:2]1[CH:3]=[C:4]([C@@H:8]([OH:35])[CH2:9][NH:10][CH2:11][CH2:12][C:13]2[CH:14]=[CH:15][C:16]([S:19]([C:22]3[CH:23]=[CH:24][C:25]([OH:34])=[C:26]([CH2:28][C:29]([OH:31])=[O:30])[CH:27]=3)(=[O:20])=[O:21])=[CH:17][CH:18]=2)[CH:5]=[CH:6][CH:7]=1. The catalyst class is: 5. (2) Reactant: OC(C(F)(F)F)=O.OC(C(F)(F)F)=O.[CH:15]12[O:22][CH:19]([CH2:20][CH2:21]1)[CH2:18][N:17]([C:23]1[N:28]=[C:27]([N:29]3[CH2:34][CH2:33][NH:32][CH2:31][CH2:30]3)[N:26]=[C:25]([C:35]3[CH:40]=[CH:39][C:38]([NH:41][C:42]([NH:44][C:45]4[CH:50]=[CH:49][N:48]=[CH:47][CH:46]=4)=[O:43])=[CH:37][CH:36]=3)[N:24]=1)[CH2:16]2.[C:51](Cl)(=[O:58])[C:52]1[CH:57]=[CH:56][N:55]=[CH:54][CH:53]=1. Product: [C:51]([N:32]1[CH2:33][CH2:34][N:29]([C:27]2[N:28]=[C:23]([N:17]3[CH2:16][CH:15]4[O:22][CH:19]([CH2:20][CH2:21]4)[CH2:18]3)[N:24]=[C:25]([C:35]3[CH:36]=[CH:37][C:38]([NH:41][C:42]([NH:44][C:45]4[CH:46]=[CH:47][N:48]=[CH:49][CH:50]=4)=[O:43])=[CH:39][CH:40]=3)[N:26]=2)[CH2:30][CH2:31]1)(=[O:58])[C:52]1[CH:57]=[CH:56][N:55]=[CH:54][CH:53]=1. The catalyst class is: 236. (3) Reactant: C(O[C:4](=[O:24])[CH2:5][CH:6]([N:8]([C:14]1[C:19]([N+:20]([O-])=O)=[CH:18][N:17]=[C:16]([Cl:23])[N:15]=1)[CH:9]1[CH2:13][CH2:12][CH2:11][CH2:10]1)C)C.[C:25](O)(=O)C. Product: [Cl:23][C:16]1[N:17]=[CH:18][C:19]2[NH:20][C:4](=[O:24])[CH:5]([CH3:25])[CH2:6][N:8]([CH:9]3[CH2:10][CH2:11][CH2:12][CH2:13]3)[C:14]=2[N:15]=1. The catalyst class is: 292. (4) Product: [F:37][C:8]([F:36])([F:7])[C:9]1[CH:14]=[CH:13][C:12]([NH:15][C:16]2[C:17]3[CH2:25][CH2:24][N:23]([C:26]4[C:31]([C:32]([F:34])([F:33])[F:35])=[CH:30][CH:29]=[CH:28][N:27]=4)[C:22](=[O:38])[C:18]=3[N:19]=[CH:20][N:21]=2)=[CH:11][CH:10]=1. The catalyst class is: 95. Reactant: [O-][Mn](=O)(=O)=O.[K+].[F:7][C:8]([F:37])([F:36])[C:9]1[CH:14]=[CH:13][C:12]([NH:15][C:16]2[C:17]3[CH2:25][CH2:24][N:23]([C:26]4[C:31]([C:32]([F:35])([F:34])[F:33])=[CH:30][CH:29]=[CH:28][N:27]=4)[CH2:22][C:18]=3[N:19]=[CH:20][N:21]=2)=[CH:11][CH:10]=1.[O-:38]S([O-])(=O)=O.[Mg+2]. (5) Reactant: [CH2:1]([N:3]1[C:7]2=[N:8][C:9]([CH2:23][O:24][CH3:25])=[C:10](/[CH:19]=[CH:20]/[CH2:21][OH:22])[C:11]([C:12]3[CH:13]=[N:14][CH:15]=[C:16]([CH3:18])[CH:17]=3)=[C:6]2[CH:5]=[N:4]1)[CH3:2].C(N(C(C)C)CC)(C)C.Cl[C:36]([O:38][CH3:39])=[O:37]. Product: [C:36](=[O:37])([O:38][CH3:39])[O:22][CH2:21]/[CH:20]=[CH:19]/[C:10]1[C:11]([C:12]2[CH:13]=[N:14][CH:15]=[C:16]([CH3:18])[CH:17]=2)=[C:6]2[CH:5]=[N:4][N:3]([CH2:1][CH3:2])[C:7]2=[N:8][C:9]=1[CH2:23][O:24][CH3:25]. The catalyst class is: 2. (6) Reactant: [F:1][C:2]([F:11])([F:10])[C:3]1[CH:8]=[CH:7][C:6]([OH:9])=[CH:5][CH:4]=1.[CH2:12](Br)[C:13]1[CH:18]=[CH:17][CH:16]=[CH:15][CH:14]=1.C(=O)([O-])[O-].[K+].[K+].C(OCC)C. Product: [C:13]1([CH2:12][O:9][C:6]2[CH:5]=[CH:4][C:3]([C:2]([F:10])([F:11])[F:1])=[CH:8][CH:7]=2)[CH:18]=[CH:17][CH:16]=[CH:15][CH:14]=1. The catalyst class is: 95. (7) Reactant: [Cl:1][C:2]1[CH:9]=[CH:8][C:5]([CH2:6][NH2:7])=[CH:4][CH:3]=1.Cl[C:11]([O:13][CH2:14][CH3:15])=[O:12].Cl. Product: [Cl:1][C:2]1[CH:9]=[CH:8][C:5]([CH2:6][NH:7][C:11](=[O:12])[O:13][CH2:14][CH3:15])=[CH:4][CH:3]=1. The catalyst class is: 17. (8) Reactant: [ClH:1].Cl[CH2:3][C:4](=N)OCC.[CH2:9]([NH:11][C:12]1[CH:13]=[N:14][C:15]([C:19]([F:22])([F:21])[F:20])=[CH:16][C:17]=1[NH2:18])[CH3:10]. Product: [Cl:1][CH2:10][C:9]1[N:18]([CH2:3][CH3:4])[C:17]2[CH:16]=[C:15]([C:19]([F:22])([F:20])[F:21])[N:14]=[CH:13][C:12]=2[N:11]=1. The catalyst class is: 14. (9) Reactant: [CH3:1][O:2][C:3]1[CH:8]=[C:7]([CH3:9])[C:6]([S:10]([N:13]([CH2:15][C:16]2[O:20][CH:19]=[C:18]([C:21](O)=[O:22])[CH:17]=2)[CH3:14])(=[O:12])=[O:11])=[C:5]([CH3:24])[CH:4]=1.C1N=CN(C(N2C=NC=C2)=O)C=1.CCN(C(C)C)C(C)C.[NH2:46][CH2:47][CH2:48][C:49]1[CH:60]=[CH:59][C:52]([CH2:53][NH:54][CH2:55][CH:56]([CH3:58])[CH3:57])=[CH:51][CH:50]=1. The catalyst class is: 26. Product: [CH3:1][O:2][C:3]1[CH:8]=[C:7]([CH3:9])[C:6]([S:10]([N:13]([CH2:15][C:16]2[O:20][CH:19]=[C:18]([C:21]([NH:46][CH2:47][CH2:48][C:49]3[CH:60]=[CH:59][C:52]([CH2:53][NH:54][CH2:55][CH:56]([CH3:58])[CH3:57])=[CH:51][CH:50]=3)=[O:22])[CH:17]=2)[CH3:14])(=[O:11])=[O:12])=[C:5]([CH3:24])[CH:4]=1.